From a dataset of Experimental lipophilicity measurements (octanol/water distribution) for 4,200 compounds from AstraZeneca. Regression/Classification. Given a drug SMILES string, predict its absorption, distribution, metabolism, or excretion properties. Task type varies by dataset: regression for continuous measurements (e.g., permeability, clearance, half-life) or binary classification for categorical outcomes (e.g., BBB penetration, CYP inhibition). For this dataset (lipophilicity_astrazeneca), we predict Y. (1) The drug is COc1cc2ncnc(Nc3ccc(F)c(Cl)c3)c2cc1OCCN1CCN(C)CC1. The Y is 3.30 logD. (2) The compound is CNC1=Nc2ncccc2C(c2cc[nH]c2)=NC1c1cccs1. The Y is 1.73 logD. (3) The compound is Cc1ccc2c(c1)c(-c1ccnc3c(C#N)cccc13)c(C)n2CC(=O)O. The Y is 0.520 logD. (4) The drug is c1ccc(-c2c[nH]c(-c3ccccc3)n2)cc1. The Y is 3.80 logD. (5) The molecule is CCCCCCCCCC(=O)N[C@@H](Cc1c[nH]c2ccccc12)C(=O)N[C@@H](CC(N)=O)C(=O)N[C@@H](CC(=O)O)C(=O)N[C@@H]1C(=O)NCC(=O)N[C@@H](CCCN)C(=O)N[C@@H](CC(=O)O)C(=O)N[C@H](C)C(=O)N[C@@H](CC(=O)O)C(=O)NCC(=O)N[C@H](CO)C(=O)N[C@@H]([C@H](C)CC(=O)O)C(=O)N[C@@H](CC(=O)c2ccccc2N)C(=O)O[C@@H]1C. The Y is -0.940 logD. (6) The compound is Cc1nc(CSc2nc(N[C@H](C)CO)c3sc(=O)[nH]c3n2)cs1. The Y is 1.73 logD. (7) The Y is 4.30 logD. The compound is COc1cc(O)c(C(CC(=O)N2CC(C)CC(C)C2)c2ccc3c(c2)OCO3)c(OC)c1.